Dataset: Peptide-MHC class I binding affinity with 185,985 pairs from IEDB/IMGT. Task: Regression. Given a peptide amino acid sequence and an MHC pseudo amino acid sequence, predict their binding affinity value. This is MHC class I binding data. (1) The peptide sequence is QTVKPGNFNK. The MHC is HLA-A03:01 with pseudo-sequence HLA-A03:01. The binding affinity (normalized) is 0.269. (2) The peptide sequence is DTTQIIKLLPF. The MHC is HLA-A01:01 with pseudo-sequence HLA-A01:01. The binding affinity (normalized) is 0.